Dataset: Catalyst prediction with 721,799 reactions and 888 catalyst types from USPTO. Task: Predict which catalyst facilitates the given reaction. (1) Reactant: [Cl:1][C:2]1[CH:3]=[C:4]([CH2:19][C:20]([O:22]C)=[O:21])[CH:5]=[CH:6][C:7]=1[NH:8][C:9]1[S:10][C:11]2[CH:17]=[C:16]([F:18])[CH:15]=[CH:14][C:12]=2[N:13]=1.[OH-].[Na+]. Product: [Cl:1][C:2]1[CH:3]=[C:4]([CH2:19][C:20]([OH:22])=[O:21])[CH:5]=[CH:6][C:7]=1[NH:8][C:9]1[S:10][C:11]2[CH:17]=[C:16]([F:18])[CH:15]=[CH:14][C:12]=2[N:13]=1. The catalyst class is: 1. (2) Reactant: C1COCC1.C[O:7][C:8](=[O:36])[C:9]1[CH:14]=[CH:13][C:12]([NH:15][C:16]2[N:17]=[CH:18][C:19]3[CH:24]=[C:23]([C:25](=[O:29])[N:26]([CH3:28])[CH3:27])[N:22]([CH:30]4[CH2:35][CH2:34][CH2:33][CH2:32][CH2:31]4)[C:20]=3[N:21]=2)=[N:11][CH:10]=1.[Li+].[OH-].Cl. Product: [CH:30]1([N:22]2[C:20]3[N:21]=[C:16]([NH:15][C:12]4[CH:13]=[CH:14][C:9]([C:8]([OH:36])=[O:7])=[CH:10][N:11]=4)[N:17]=[CH:18][C:19]=3[CH:24]=[C:23]2[C:25](=[O:29])[N:26]([CH3:27])[CH3:28])[CH2:35][CH2:34][CH2:33][CH2:32][CH2:31]1. The catalyst class is: 24. (3) Reactant: [CH3:1][C:2]1[CH:7]=[CH:6][CH:5]=[C:4]([C:8]([F:11])([F:10])[F:9])[N:3]=1.C1C=C(Cl)C=C(C(OO)=[O:20])C=1. Product: [CH3:1][C:2]1[CH:7]=[CH:6][CH:5]=[C:4]([C:8]([F:9])([F:11])[F:10])[N+:3]=1[O-:20]. The catalyst class is: 11.